This data is from Reaction yield outcomes from USPTO patents with 853,638 reactions. The task is: Predict the reaction yield, written as a fraction of the theoretical maximum amount of product (1.0 means a 100% yield; for example, 0.34 means a 34% yield). (1) The reactants are [C:1]([NH:4][C:5]1[C:9]([Cl:10])=[C:8](Cl)[S:7][C:6]=1[C:12]([O:14][CH3:15])=[O:13])(=[O:3])[CH3:2].[NH2:16][C:17]1[CH:18]=[C:19](B(O)O)[CH:20]=[CH:21][CH:22]=1.[F-].[K+]. The catalyst is C1COCC1.CCOC(C)=O.C1C=CC([P]([Pd]([P](C2C=CC=CC=2)(C2C=CC=CC=2)C2C=CC=CC=2)([P](C2C=CC=CC=2)(C2C=CC=CC=2)C2C=CC=CC=2)[P](C2C=CC=CC=2)(C2C=CC=CC=2)C2C=CC=CC=2)(C2C=CC=CC=2)C2C=CC=CC=2)=CC=1. The product is [C:1]([NH:4][C:5]1[C:9]([Cl:10])=[C:8]([C:21]2[CH:20]=[CH:19][CH:18]=[C:17]([NH2:16])[CH:22]=2)[S:7][C:6]=1[C:12]([O:14][CH3:15])=[O:13])(=[O:3])[CH3:2]. The yield is 0.920. (2) The reactants are Cl[C:2]1[CH:7]=[CH:6][N:5]=[C:4]([C:8]#[N:9])[CH:3]=1.[CH3:10][NH:11][C:12]1[CH:17]=[CH:16][C:15]([OH:18])=[CH:14][C:13]=1[N+:19]([O-:21])=[O:20].C([O-])([O-])=O.[K+].[K+].O. The catalyst is CS(C)=O. The product is [CH3:10][NH:11][C:12]1[CH:17]=[CH:16][C:15]([O:18][C:2]2[CH:7]=[CH:6][N:5]=[C:4]([C:8]#[N:9])[CH:3]=2)=[CH:14][C:13]=1[N+:19]([O-:21])=[O:20]. The yield is 0.760.